This data is from Reaction yield outcomes from USPTO patents with 853,638 reactions. The task is: Predict the reaction yield, written as a fraction of the theoretical maximum amount of product (1.0 means a 100% yield; for example, 0.34 means a 34% yield). (1) The reactants are [NH:1]1[CH:5]=[CH:4][N:3]=[C:2]1[C:6]([OH:8])=O.C1N=CN(C(N2C=NC=C2)=O)C=1.[CH3:21][O:22][C:23]1[CH:28]=[CH:27][C:26]([N:29]2[CH2:34][CH2:33][O:32][CH2:31][CH2:30]2)=[CH:25][C:24]=1[NH2:35]. The catalyst is CN(C=O)C. The product is [CH3:21][O:22][C:23]1[CH:28]=[CH:27][C:26]([N:29]2[CH2:30][CH2:31][O:32][CH2:33][CH2:34]2)=[CH:25][C:24]=1[NH:35][C:6]([C:2]1[NH:1][CH:5]=[CH:4][N:3]=1)=[O:8]. The yield is 0.0900. (2) The reactants are [F:1][C:2]1[CH:3]=[C:4]([CH:43]=[C:44]([F:46])[CH:45]=1)[CH2:5][C:6]1[CH:7]=[C:8]2[C:12](=[CH:13][CH:14]=1)[NH:11][N:10]=[C:9]2[NH:15][C:16]([C:18]1[CH:23]=[CH:22][C:21]([N:24]2[CH2:29][CH2:28][N:27]([CH3:30])[CH2:26][CH2:25]2)=[CH:20][C:19]=1[NH:31][CH:32]1[CH2:37][CH2:36][N:35](C(OCC)=O)[CH2:34][CH2:33]1)=[O:17].C(OCC)(=O)C. The catalyst is Br.O.[OH-].[NH4+]. The product is [F:1][C:2]1[CH:3]=[C:4]([CH:43]=[C:44]([F:46])[CH:45]=1)[CH2:5][C:6]1[CH:7]=[C:8]2[C:12](=[CH:13][CH:14]=1)[NH:11][N:10]=[C:9]2[NH:15][C:16](=[O:17])[C:18]1[CH:23]=[CH:22][C:21]([N:24]2[CH2:29][CH2:28][N:27]([CH3:30])[CH2:26][CH2:25]2)=[CH:20][C:19]=1[NH:31][CH:32]1[CH2:33][CH2:34][NH:35][CH2:36][CH2:37]1. The yield is 0.720. (3) The product is [ClH:30].[C:24]([C:21]1[CH:20]=[CH:19][C:18]([NH:17][CH:4]([C:5]2[CH:6]=[C:7]([O:15][CH3:16])[C:8]([O:13][CH3:14])=[C:9]([O:11][CH3:12])[CH:10]=2)[C:3]([OH:27])=[O:2])=[CH:23][CH:22]=1)(=[NH:25])[NH2:26]. The yield is 0.0910. The catalyst is CO.O1CCCC1. The reactants are C[O:2][C:3](=[O:27])[CH:4]([NH:17][C:18]1[CH:23]=[CH:22][C:21]([C:24](=[NH:26])[NH2:25])=[CH:20][CH:19]=1)[C:5]1[CH:10]=[C:9]([O:11][CH3:12])[C:8]([O:13][CH3:14])=[C:7]([O:15][CH3:16])[CH:6]=1.[OH-].[Na+].[ClH:30].C(OCC)C.